From a dataset of Catalyst prediction with 721,799 reactions and 888 catalyst types from USPTO. Predict which catalyst facilitates the given reaction. (1) Reactant: C(OCC)(=O)C.C[Si]([N-][Si](C)(C)C)(C)C.[Li+].C([O:21][C:22](=[O:32])[CH2:23][CH:24]([CH2:28][CH:29]([CH3:31])[CH3:30])[C:25](O)=O)(C)(C)C. Product: [CH2:28]([CH:24]1[CH2:25][O:32][C:22](=[O:21])[CH2:23]1)[CH:29]([CH3:30])[CH3:31]. The catalyst class is: 1. (2) Reactant: [C:1]1([C:19]2[CH:24]=[CH:23][CH:22]=[CH:21][CH:20]=2)[CH:6]=[CH:5][C:4]([NH:7]/[C:8](=[N:16]/[C:17]#[N:18])/OC2C=CC=CC=2)=[CH:3][CH:2]=1.[NH2:25][NH2:26]. Product: [C:1]1([C:19]2[CH:20]=[CH:21][CH:22]=[CH:23][CH:24]=2)[CH:2]=[CH:3][C:4]([NH:7][C:8]2[N:16]=[C:17]([NH2:18])[NH:26][N:25]=2)=[CH:5][CH:6]=1. The catalyst class is: 5. (3) Reactant: [NH2:1][C:2]1[C:3]([C:12]([NH:14][C:15]2([C:20]([O:22][CH3:23])=[O:21])[CH2:19][CH2:18][CH2:17][CH2:16]2)=[O:13])=[CH:4][C:5]2[C:10]([CH:11]=1)=[CH:9][CH:8]=[CH:7][CH:6]=2.[CH3:24][C:25]1[CH:30]=[C:29]([CH3:31])[CH:28]=[C:27]([CH3:32])[C:26]=1[N:33]=[C:34]=[O:35]. Product: [CH3:32][C:27]1[CH:28]=[C:29]([CH3:31])[CH:30]=[C:25]([CH3:24])[C:26]=1[NH:33][C:34]([NH:1][C:2]1[C:3]([C:12]([NH:14][C:15]2([C:20]([O:22][CH3:23])=[O:21])[CH2:19][CH2:18][CH2:17][CH2:16]2)=[O:13])=[CH:4][C:5]2[C:10]([CH:11]=1)=[CH:9][CH:8]=[CH:7][CH:6]=2)=[O:35]. The catalyst class is: 300. (4) Reactant: [F:1][C:2]1[CH:3]=[C:4]([C:8]2([CH2:24][CH2:25][N:26]3[C@H:31]4[CH2:32][CH2:33][C@@H:27]3[CH2:28][CH:29]([N:34]3[C:38]5[CH:39]=[CH:40][CH:41]=[CH:42][C:37]=5[N:36]=[C:35]3[CH3:43])[CH2:30]4)[CH2:13][CH2:12][N:11]([C:14](=[O:23])[C:15]([CH3:22])([CH3:21])[C:16]([O:18]CC)=[O:17])[CH2:10][CH2:9]2)[CH:5]=[CH:6][CH:7]=1.[OH-].[Na+]. Product: [F:1][C:2]1[CH:3]=[C:4]([C:8]2([CH2:24][CH2:25][N:26]3[C@H:27]4[CH2:33][CH2:32][C@@H:31]3[CH2:30][CH:29]([N:34]3[C:38]5[CH:39]=[CH:40][CH:41]=[CH:42][C:37]=5[N:36]=[C:35]3[CH3:43])[CH2:28]4)[CH2:13][CH2:12][N:11]([C:14](=[O:23])[C:15]([CH3:21])([CH3:22])[C:16]([OH:18])=[O:17])[CH2:10][CH2:9]2)[CH:5]=[CH:6][CH:7]=1. The catalyst class is: 8. (5) Reactant: [CH3:1][O:2][CH2:3][CH2:4][S:5]([CH2:8][CH2:9][NH:10]C(=O)OC(C)(C)C)(=[O:7])=[O:6].[ClH:18]. Product: [ClH:18].[CH3:1][O:2][CH2:3][CH2:4][S:5]([CH2:8][CH2:9][NH2:10])(=[O:7])=[O:6]. The catalyst class is: 7.